Dataset: Full USPTO retrosynthesis dataset with 1.9M reactions from patents (1976-2016). Task: Predict the reactants needed to synthesize the given product. Given the product [Cl:1][C:2]1[CH:21]=[C:20]([Cl:22])[CH:19]=[CH:18][C:3]=1[O:4][C:5]1[CH:10]=[CH:9][CH:8]=[CH:7][C:6]=1[NH:11][CH:12]1[CH2:17][CH2:16][N:15]([C:30](=[O:32])[CH3:31])[CH2:14][CH2:13]1, predict the reactants needed to synthesize it. The reactants are: [Cl:1][C:2]1[CH:21]=[C:20]([Cl:22])[CH:19]=[CH:18][C:3]=1[O:4][C:5]1[CH:10]=[CH:9][CH:8]=[CH:7][C:6]=1[NH:11][CH:12]1[CH2:17][CH2:16][NH:15][CH2:14][CH2:13]1.C(N(CC)CC)C.[C:30](Cl)(=[O:32])[CH3:31].